From a dataset of NCI-60 drug combinations with 297,098 pairs across 59 cell lines. Regression. Given two drug SMILES strings and cell line genomic features, predict the synergy score measuring deviation from expected non-interaction effect. Drug 1: CN1CCC(CC1)COC2=C(C=C3C(=C2)N=CN=C3NC4=C(C=C(C=C4)Br)F)OC. Drug 2: CC1=C(N=C(N=C1N)C(CC(=O)N)NCC(C(=O)N)N)C(=O)NC(C(C2=CN=CN2)OC3C(C(C(C(O3)CO)O)O)OC4C(C(C(C(O4)CO)O)OC(=O)N)O)C(=O)NC(C)C(C(C)C(=O)NC(C(C)O)C(=O)NCCC5=NC(=CS5)C6=NC(=CS6)C(=O)NCCC[S+](C)C)O. Cell line: HCT116. Synergy scores: CSS=3.28, Synergy_ZIP=-12.6, Synergy_Bliss=-21.0, Synergy_Loewe=-41.2, Synergy_HSA=-21.2.